Task: Predict which catalyst facilitates the given reaction.. Dataset: Catalyst prediction with 721,799 reactions and 888 catalyst types from USPTO The catalyst class is: 876. Reactant: [CH3:1][O:2][CH2:3][CH2:4][C:5]1[N:9]=[C:8]([C:10]2[C:18]3[CH2:17][CH2:16][O:15][CH2:14][C:13]=3[S:12][C:11]=2[NH2:19])[O:7][N:6]=1.[C:20]12[C:29](=[O:30])[O:28][C:26](=[O:27])[C:21]=1[CH2:22][CH2:23][CH2:24][CH2:25]2. Product: [CH3:1][O:2][CH2:3][CH2:4][C:5]1[N:9]=[C:8]([C:10]2[C:18]3[CH2:17][CH2:16][O:15][CH2:14][C:13]=3[S:12][C:11]=2[NH:19][C:29]([C:20]2[CH2:25][CH2:24][CH2:23][CH2:22][C:21]=2[C:26]([OH:28])=[O:27])=[O:30])[O:7][N:6]=1.